This data is from Catalyst prediction with 721,799 reactions and 888 catalyst types from USPTO. The task is: Predict which catalyst facilitates the given reaction. (1) Reactant: [CH3:1][CH:2]([CH3:13])[CH2:3][CH2:4][C:5](=O)[CH2:6][C:7]([O:9]CC)=[O:8].[N:14]([C:17]1[CH:27]=[CH:26][C:20]([C:21]([NH:23][CH2:24][CH3:25])=[O:22])=[CH:19][CH:18]=1)=[N+:15]=[N-:16].[O-]CC.[Na+].C(=O)([O-])[O-].[Na+].[Na+]. Product: [CH2:24]([NH:23][C:21]([C:20]1[CH:26]=[CH:27][C:17]([N:14]2[C:5]([CH2:4][CH2:3][CH:2]([CH3:1])[CH3:13])=[C:6]([C:7]([OH:9])=[O:8])[N:16]=[N:15]2)=[CH:18][CH:19]=1)=[O:22])[CH3:25]. The catalyst class is: 8. (2) The catalyst class is: 58. Reactant: [Cl:1][C:2]1[C:3]([C:11]([C:18]#[N:19])(C)[C:12](OCC)=O)=[N:4][CH:5]=[C:6]([N+:8]([O-:10])=[O:9])[CH:7]=1.[Li+].[Cl-]. Product: [Cl:1][C:2]1[C:3]([CH:11]([CH3:12])[C:18]#[N:19])=[N:4][CH:5]=[C:6]([N+:8]([O-:10])=[O:9])[CH:7]=1.